Dataset: Full USPTO retrosynthesis dataset with 1.9M reactions from patents (1976-2016). Task: Predict the reactants needed to synthesize the given product. (1) Given the product [Br:25][C:26]1[CH:27]=[C:28]([CH:31]=[CH:32][CH:33]=1)[CH2:29][N:13]1[C:14]2[C:19](=[CH:18][CH:17]=[CH:16][CH:15]=2)[C:11]([C:8]2[CH:7]=[CH:6][C:5]([C:1]([CH3:4])([CH3:2])[CH3:3])=[CH:10][CH:9]=2)=[C:12]1[C:20]([O:22][CH2:23][CH3:24])=[O:21], predict the reactants needed to synthesize it. The reactants are: [C:1]([C:5]1[CH:10]=[CH:9][C:8]([C:11]2[C:19]3[C:14](=[CH:15][CH:16]=[CH:17][CH:18]=3)[NH:13][C:12]=2[C:20]([O:22][CH2:23][CH3:24])=[O:21])=[CH:7][CH:6]=1)([CH3:4])([CH3:3])[CH3:2].[Br:25][C:26]1[CH:27]=[C:28]([CH:31]=[CH:32][CH:33]=1)[CH2:29]Br.C([O-])([O-])=O.[K+].[K+]. (2) Given the product [ClH:1].[F:7][C:8]1[CH:13]=[CH:12][C:11]([F:14])=[CH:10][C:9]=1[C:15]1[S:19][C:18]([CH2:4][CH2:3][C:2](=[NH:5])[NH2:6])([C:20]2[CH:25]=[CH:24][CH:23]=[CH:22][CH:21]=2)[N:17]([C:30](=[O:35])[C@@H:31]([O:33][CH3:34])[CH3:32])[N:16]=1, predict the reactants needed to synthesize it. The reactants are: [ClH:1].[C:2](=[NH:6])([NH2:5])[CH2:3][CH3:4].[F:7][C:8]1[CH:13]=[CH:12][C:11]([F:14])=[CH:10][C:9]=1[C:15]1[S:19][C:18](CCC#N)([C:20]2[CH:25]=[CH:24][CH:23]=[CH:22][CH:21]=2)[N:17]([C:30](=[O:35])[C@@H:31]([O:33][CH3:34])[CH3:32])[N:16]=1.Cl.N. (3) Given the product [S:6]1[CH:7]=[C:3]([CH2:2][N:27]2[CH2:26][CH2:25][N:24]([C:17]([O:19][C:20]([CH3:23])([CH3:22])[CH3:21])=[O:18])[CH2:29][CH2:28]2)[N:4]=[CH:5]1, predict the reactants needed to synthesize it. The reactants are: Cl[CH2:2][C:3]1[N:4]=[CH:5][S:6][CH:7]=1.CCN(C(C)C)C(C)C.[C:17]([N:24]1[CH2:29][CH2:28][NH:27][CH2:26][CH2:25]1)([O:19][C:20]([CH3:23])([CH3:22])[CH3:21])=[O:18]. (4) Given the product [N:22]1([CH2:21][CH2:20][CH2:19][O:17][C:14]2[CH:15]=[CH:16][C:11]([CH:2]3[CH2:3][S:4][C:5]4[CH:10]=[CH:9][CH:8]=[CH:7][C:6]=4[O:1]3)=[CH:12][CH:13]=2)[CH2:26][CH2:25][CH2:24][CH2:23]1, predict the reactants needed to synthesize it. The reactants are: [O:1]1[C:6]2[CH:7]=[CH:8][CH:9]=[CH:10][C:5]=2[S:4][CH2:3][CH:2]1[C:11]1[CH:16]=[CH:15][C:14]([OH:17])=[CH:13][CH:12]=1.O[CH2:19][CH2:20][CH2:21][N:22]1[CH2:26][CH2:25][CH2:24][CH2:23]1. (5) Given the product [Cl:18][C:15]1[S:14][C:13]([C:11](=[O:12])[CH:2]([OH:20])[CH2:3][CH2:4][CH2:5][C:6]([O:8][CH2:9][CH3:10])=[O:7])=[CH:17][CH:16]=1, predict the reactants needed to synthesize it. The reactants are: Br[CH:2]([C:11]([C:13]1[S:14][C:15]([Cl:18])=[CH:16][CH:17]=1)=[O:12])[CH2:3][CH2:4][CH2:5][C:6]([O:8][CH2:9][CH3:10])=[O:7].C([O-])=[O:20].[Na+].CO.